Dataset: Full USPTO retrosynthesis dataset with 1.9M reactions from patents (1976-2016). Task: Predict the reactants needed to synthesize the given product. (1) Given the product [Cl:8][C:6]1[CH:7]=[C:2]([Cl:1])[C:3]([CH2:9][Cl:13])=[CH:4][N:5]=1, predict the reactants needed to synthesize it. The reactants are: [Cl:1][C:2]1[CH:7]=[C:6]([Cl:8])[N:5]=[CH:4][C:3]=1[CH2:9]O.S(Cl)([Cl:13])=O. (2) Given the product [Cl:23][C:18]1[CH:19]=[CH:20][CH:21]=[CH:22][C:17]=1[C:13]1[CH:14]=[CH:15][CH:16]=[C:11]([N:9]2[CH:10]=[C:6]([C:4]([C:26]3[CH:31]=[CH:30][C:29]([F:32])=[CH:28][CH:27]=3)=[O:5])[N:7]=[CH:8]2)[CH:12]=1, predict the reactants needed to synthesize it. The reactants are: CON(C)[C:4]([C:6]1[N:7]=[CH:8][N:9]([C:11]2[CH:12]=[C:13]([C:17]3[CH:22]=[CH:21][CH:20]=[CH:19][C:18]=3[Cl:23])[CH:14]=[CH:15][CH:16]=2)[CH:10]=1)=[O:5].Br[C:26]1[CH:31]=[CH:30][C:29]([F:32])=[CH:28][CH:27]=1. (3) Given the product [Cl:1][C:2]1[N:13]=[C:12]([NH:14][CH:15]2[CH2:20][CH2:19][CH:18]([N:26]([CH3:25])[CH3:22])[CH2:17][CH2:16]2)[C:11]2[C:10]3[CH2:9][CH2:8][CH2:7][C:6]=3[S:5][C:4]=2[N:3]=1, predict the reactants needed to synthesize it. The reactants are: [Cl:1][C:2]1[N:13]=[C:12]([NH:14][CH:15]2[CH2:20][CH2:19][CH:18](N)[CH2:17][CH2:16]2)[C:11]2[C:10]3[CH2:9][CH2:8][CH2:7][C:6]=3[S:5][C:4]=2[N:3]=1.[CH2:22]=O.[BH3-][C:25]#[N:26].[Na+]. (4) Given the product [CH2:16]([S:18][C:19]1[C:20]([C:25]([NH:1][C:2]2[CH:10]=[C:9]3[C:5](=[CH:4][C:3]=2[OH:15])[C:6]([F:14])([F:13])[O:7][C:8]3([F:11])[F:12])=[O:26])=[N:21][CH:22]=[CH:23][CH:24]=1)[CH3:17], predict the reactants needed to synthesize it. The reactants are: [NH2:1][C:2]1[CH:10]=[C:9]2[C:5]([C:6]([F:14])([F:13])[O:7][C:8]2([F:12])[F:11])=[CH:4][C:3]=1[OH:15].[CH2:16]([S:18][C:19]1[C:20]([C:25](O)=[O:26])=[N:21][CH:22]=[CH:23][CH:24]=1)[CH3:17].CCN=C=NCCCN(C)C.[OH-].[Na+]. (5) Given the product [CH2:1]([N:3]([CH2:37][CH3:38])[CH2:4][CH2:5][CH2:6][NH:7][C:8]1[N:9]=[C:10]([C:27]2[C:28]([CH3:36])=[C:29]([CH:33]=[CH:34][CH:35]=2)[C:30]([NH:75][C:74]2[CH:76]=[CH:77][C:71]([F:70])=[CH:72][CH:73]=2)=[O:31])[C:11]2[CH:17]=[CH:16][C:15](=[O:18])[N:14]([C:19]3[C:20]([F:26])=[CH:21][CH:22]=[CH:23][C:24]=3[F:25])[C:12]=2[N:13]=1)[CH3:2], predict the reactants needed to synthesize it. The reactants are: [CH2:1]([N:3]([CH2:37][CH3:38])[CH2:4][CH2:5][CH2:6][NH:7][C:8]1[N:9]=[C:10]([C:27]2[C:28]([CH3:36])=[C:29]([CH:33]=[CH:34][CH:35]=2)[C:30](O)=[O:31])[C:11]2[CH:17]=[CH:16][C:15](=[O:18])[N:14]([C:19]3[C:24]([F:25])=[CH:23][CH:22]=[CH:21][C:20]=3[F:26])[C:12]=2[N:13]=1)[CH3:2].CN(C(ON1N=NC2C=CC=CC1=2)=[N+](C)C)C.F[P-](F)(F)(F)(F)F.C(N(CC)CC)C.[F:70][C:71]1[CH:77]=[CH:76][C:74]([NH2:75])=[CH:73][CH:72]=1. (6) Given the product [Cl:1][C:2]1[C:6]([CH3:7])=[C:5]([C:8]2[CH:9]=[C:10]([C:13]([NH:17][C@@H:18]([CH2:31][C:32]3[CH:33]=[CH:34][C:35]([F:38])=[CH:36][CH:37]=3)[CH2:19][N:20]3[C:28](=[O:29])[C:27]4[C:22](=[CH:23][CH:24]=[CH:25][CH:26]=4)[C:21]3=[O:30])=[O:15])[S:11][CH:12]=2)[N:4]([CH3:16])[N:3]=1, predict the reactants needed to synthesize it. The reactants are: [Cl:1][C:2]1[C:6]([CH3:7])=[C:5]([C:8]2[CH:9]=[C:10]([C:13]([OH:15])=O)[S:11][CH:12]=2)[N:4]([CH3:16])[N:3]=1.[NH2:17][C@@H:18]([CH2:31][C:32]1[CH:37]=[CH:36][C:35]([F:38])=[CH:34][CH:33]=1)[CH2:19][N:20]1[C:28](=[O:29])[C:27]2[C:22](=[CH:23][CH:24]=[CH:25][CH:26]=2)[C:21]1=[O:30].CC(OC(N[C@H](C(O)=O)CC1C=CC=CC=1C(F)(F)F)=O)(C)C.C1CN([P+](Br)(N2CCCC2)N2CCCC2)CC1.F[P-](F)(F)(F)(F)F.CCN(C(C)C)C(C)C. (7) The reactants are: [OH:1][CH2:2][CH2:3][CH2:4][CH:5]1[CH2:10][CH2:9][N:8]([C:11]([O:13][C:14]([CH3:17])([CH3:16])[CH3:15])=[O:12])[CH2:7][CH2:6]1.CCN(CC)CC.[CH3:25][S:26](Cl)(=[O:28])=[O:27]. Given the product [CH3:25][S:26]([O:1][CH2:2][CH2:3][CH2:4][CH:5]1[CH2:10][CH2:9][N:8]([C:11]([O:13][C:14]([CH3:17])([CH3:16])[CH3:15])=[O:12])[CH2:7][CH2:6]1)(=[O:28])=[O:27], predict the reactants needed to synthesize it. (8) Given the product [C:20]([O:24][C:25](=[O:35])[NH:26][C:27]1[CH:28]=[CH:29][C:30]([CH2:33][N:8]2[CH2:9][C:10](=[O:11])[N:6]([CH2:5][C:4]3[CH:14]=[CH:15][C:16]([O:18][CH3:19])=[CH:17][C:3]=3[O:2][CH3:1])[S:7]2(=[O:13])=[O:12])=[CH:31][CH:32]=1)([CH3:23])([CH3:22])[CH3:21], predict the reactants needed to synthesize it. The reactants are: [CH3:1][O:2][C:3]1[CH:17]=[C:16]([O:18][CH3:19])[CH:15]=[CH:14][C:4]=1[CH2:5][N:6]1[C:10](=[O:11])[CH2:9][NH:8][S:7]1(=[O:13])=[O:12].[C:20]([O:24][C:25](=[O:35])[NH:26][C:27]1[CH:32]=[CH:31][C:30]([CH2:33]O)=[CH:29][CH:28]=1)([CH3:23])([CH3:22])[CH3:21].C1(P(C2C=CC=CC=2)C2C=CC=CC=2)C=CC=CC=1.N(C(OCC)=O)=NC(OCC)=O.